Dataset: Experimentally validated miRNA-target interactions with 360,000+ pairs, plus equal number of negative samples. Task: Binary Classification. Given a miRNA mature sequence and a target amino acid sequence, predict their likelihood of interaction. (1) The miRNA is hsa-miR-4650-3p with sequence AGGUAGAAUGAGGCCUGACAU. The protein sequence of the target gene is MAAAPLKVCIVGSGNWGSAVAKIIGSNVKTLQKFSSTVKMWVFEETVNGRKLTDIINNDHENVKYLPGHKLPENVVAVPNLSEAVQDADLLVFVIPHQFIHKICDEITGRVPEKALGITLIKGIDEGPDGLKLISDIIREKMGIDISVLMGANIASEVAAEKFCETTIGSKVMQNGLLFKELLQTPNFRITVVDDADTVELCGALKNIVAVGAGFCDGLRCGDNTKAAVIRLGLMEMIAFAKIFCKGQVSTATFLESCGVADLITTCYGGRNRRVAEAFARTGKTIEELEKELLNGQKLQ.... Result: 0 (no interaction). (2) The miRNA is mmu-miR-3070-3p with sequence UGGUGCUACCGUCAGGGGUAGA. The protein sequence of the target gene is MLPLSIKDDEYKPPKFNLFGKISGWFRSILSDKTSRNLFFFLCLNLSFAFVELLYGIWSNCLGLISDSFHMFFDSTAILAGLAASVISKWRDNDAFSYGYVRAEVLAGFVNGLFLIFTAFFIFSEGVERALAPPDVHHERLLLVSILGFVVNLVGIFVFNHGGHGHSHGSGHGHSHSLFNGALDHSHGHEDHCHSHEAKHGAAHSHDHDHAHGHGHLHSHDGPSFKATAGPSRQILQGVFLHILADTLGSIGVIASAIMMQNFGLMIADPICSILIAILIVVSVIPLLRESVGILMQRTP.... Result: 0 (no interaction). (3) The miRNA is hsa-miR-642b-3p with sequence AGACACAUUUGGAGAGGGACCC. The protein sequence of the target gene is MSSAGGEGPEAGPGRAGGRSEPEAPGSALSVDLPGLLGQLARSFALLLPVYALGYLGLSFSWVLLALGLLAWCRRSRGLKASRLCRALALLEDEEQAVRLGVRACDLPAWVHFPDTERAEWLNKTVKHMWPFICQFIEKLFRETIEPAVRGANAHLSTFSFTKVDVGQQPLRVNGVKVYTENVDKRQIILDLQISFVGNCEIDLEIKRYFCRAGVKSIQIHGTMRVILEPLIGDMPLVGALSIFFLRKPLLEINWTGLTNLLDIPGLNGLSDTIILDIISNYLVLPNRITVPLVSEVQIA.... Result: 0 (no interaction). (4) The miRNA is mmu-miR-26b-5p with sequence UUCAAGUAAUUCAGGAUAGGU. The protein sequence of the target gene is MERLQKQPLTSPGSVSPSRDSSVPGSPSSIVAKMDNQVLGYKDLAAIPKDKAILDIERPDLMIYEPHFTYSLLEHVELPRSRERSLSPKSTSPPPSPEVWADSRSPGIISQASAPRTTGTPRTSLPHFHHPETSRPDSNIYKKPPIYKQRESVGGSPQTKHLIEDLIIESSKFPAAQPPDPNQPAKIETDYWPCPPSLAVVETEWRKRKASRRGAEEEEEEEDDDSGEEMKALRERQREELSKVTSNLGKMILKEEMEKSLPIRRKTRSLPDRTPFHTSLHQGTSKSSSLPAYGRTTLSR.... Result: 0 (no interaction). (5) The miRNA is hsa-miR-3934-5p with sequence UCAGGUGUGGAAACUGAGGCAG. The protein sequence of the target gene is MAPAPPPAASFTPAEVQRRLAAGACWVRRGASLYDLTSFVRHHPGGEQLLLARAGQDISADLDGPPHRHSDNARRWLEQYYVGELRADPQDPTENGAVASAETQKTDPALEPQFKVVDWDKDLVDWQKPLLWQVGHLGEKYDEWVHQPVARPIRLFHSDLIEAFSKTVWYSVPIIWVPLVLYLSWSYYRTLTQDNIRLFASLTREYSMMMPESVFIGLFVLGMLFWTFVEYVIHRFLFHMKPPSNSHYLIMLHFVMHGQHHKAPFDGSRLVFPPVPASLVIAFFYVFLRLILPETVGGII.... Result: 0 (no interaction). (6) The miRNA is cel-miR-1828 with sequence ACUGGAAGCAUUUAAGUGAUAGU. The protein sequence of the target gene is MHCGLLEEPDMDSTESWIERCLNESENKRYSSHTSLGNVSNDENEEKENNRASKPHSTPATLQWLEENYEIAEGVCIPRSALYMHYLDFCEKNDTQPVNAASFGKIIRQQFPQLTTRRLGTRGQSKYHYYGIAVKESSQYYDVMYSKKGAAWVSETGKREVTKQTVAYSPRSKLGTLLPDFPNVKDLNLPASLPEEKVSTFIMMYRTHCQRILDTVIRANFDEVQSFLLHFWQGMPPHMLPVLGSSTVVNIVGVCDSILYKAISGVLMPTVLQALPDSLTQVIRKFAKQLDEWLKVALHD.... Result: 0 (no interaction). (7) The miRNA is hsa-miR-4469 with sequence GCUCCCUCUAGGGUCGCUCGGA. The protein sequence of the target gene is MLDMSEARSQPPCSPSGTASSMSHVEDSDSDAPPSPAGSEGLGRAGVAVGGARGDPAEAADERFPACIRDAVSQVLKGYDWSLVPMPVRGGGGGALKAKPHVKRPMNAFMVWAQAARRKLADQYPHLHNAELSKTLGKLWRLLSESEKRPFVEEAERLRVQHKKDHPDYKYQPRRRKSAKAGHSDSDSGAELGPHPGGGAVYKAEAGLGDGHHHGDHTGQTHGPPTPPTTPKTELQQAGAKPELKLEGRRPVDSGRQNIDFSNVDISELSSEVMGTMDAFDVHEFDQYLPLGGPAPPEPG.... Result: 0 (no interaction). (8) The miRNA is mmu-miR-3472 with sequence UAAUAGCCAGAAGCUGGAAGGAACC. The protein sequence of the target gene is MISASRAAAARLVGAAASRGPTAARHQDSWNGLSHEAFRLVSRRDYASEAIKGAVVGIDLGTTNSCVAVMEGKQAKVLENAEGARTTPSVVAFTADGERLVGMPAKRQAVTNPNNTFYATKRLIGRRYDDPEVQKDIKNVPFKIVRASNGDAWVEAHGKLYSPSQIGAFVLMKMKETAENYLGHTAKNAVITVPAYFNDSQRQATKDAGQISGLNVLRVINEPTAAALAYGLDKSEDKVIAVYDLGGGTFDISILEIQKGVFEVKSTNGDTFLGGEDFDQALLRHIVKEFKRETGVDLTK.... Result: 0 (no interaction). (9) The miRNA is mmu-miR-669f-3p with sequence CAUAUACAUACACACACACGUAU. The protein sequence of the target gene is MCTLQLHLLLLVVLMLSETARPQPSSTARAFPTSWGLEPVTPEVPTSAPPDSSESPTPWTLSMPVNATTDPFPALPICVCDLTPGTCDLNCCCDKDCDLLHPRTVFSFCLPGSVRSSSWVCVDNSLMFRSNSPFPSRVFTDSSGTTQFCVRVNNSKANYFQKLQTVNATNFQALAAEFGGQSFPSMPPETQPPVLFYRAGDPILTYYPSWSVVSLLRQPAAVGAGGLCAESNPAGFLESKSTTCPRFFRDLASSCTSEPALDAASYYNFRVLKVPRGVTDLQNMKFQVPVTLASQASPPL.... Result: 1 (interaction). (10) The miRNA is hsa-miR-3132 with sequence UGGGUAGAGAAGGAGCUCAGAGGA. The protein sequence of the target gene is MTAGTVVITGGILATVILLCIIAVLCYCRLQYYCCKKSGTEVADEEEEREHDLPTHPRGPTCNACSSQALDGRGSLAPLTSEPCSQPCGVAASHCTTCSPYSSPFYIRTADMVPNGGGGERLSFAPTYYKEGGPPSLKLAAPQSYPVTWPGSGREAFTNPRAISTDV. Result: 0 (no interaction).